This data is from Full USPTO retrosynthesis dataset with 1.9M reactions from patents (1976-2016). The task is: Predict the reactants needed to synthesize the given product. (1) Given the product [CH2:1]([N:3]1[C:7]([N:8]2[CH2:9][CH2:10][CH2:11][CH2:12]2)=[N:6][C:5]([CH2:13][CH2:14][C:15]2[N:25]=[C:18]3[C:19]([CH3:24])=[N:20][CH:21]=[C:22]([CH3:23])[N:17]3[N:16]=2)=[N:4]1)[CH3:2], predict the reactants needed to synthesize it. The reactants are: [CH2:1]([N:3]1[C:7]([N:8]2[CH2:12][CH2:11][CH2:10][CH2:9]2)=[N:6][C:5]([C:13]#[C:14][C:15]2[N:25]=[C:18]3[C:19]([CH3:24])=[N:20][CH:21]=[C:22]([CH3:23])[N:17]3[N:16]=2)=[N:4]1)[CH3:2]. (2) Given the product [CH2:10]([O:9][C:7]([C:3]1[NH:4][CH:5]=[C:6]2[CH:28]([C:26]3[O:27][C:23]([S:22][C:19]4[NH:18][C:17]5[CH:16]=[C:15]([F:30])[CH:14]=[C:13]([F:12])[C:21]=5[N:20]=4)=[CH:24][CH:25]=3)[C:32]3[C:33](=[O:37])[CH2:34][CH2:35][CH2:36][C:31]=3[NH:1][C:2]=12)=[O:8])[CH3:11], predict the reactants needed to synthesize it. The reactants are: [NH2:1][C:2]1[CH:6]=[CH:5][NH:4][C:3]=1[C:7]([O:9][CH2:10][CH3:11])=[O:8].[F:12][C:13]1[C:21]2[N:20]=[C:19]([S:22][C:23]3[O:27][C:26]([CH:28]=O)=[CH:25][CH:24]=3)[NH:18][C:17]=2[CH:16]=[C:15]([F:30])[CH:14]=1.[C:31]1(=O)[CH2:36][CH2:35][CH2:34][C:33](=[O:37])[CH2:32]1. (3) Given the product [Br:1][C:2]1[CH:3]=[C:4]([N+:19]([O-:21])=[O:20])[C:5]([CH3:8])=[N:6][CH:7]=1, predict the reactants needed to synthesize it. The reactants are: [Br:1][C:2]1[CH:3]=[C:4]([N+:19]([O-:21])=[O:20])[C:5]([CH:8](C(OCC)=O)C(OCC)=O)=[N:6][CH:7]=1.C(=O)(O)[O-].[Na+]. (4) The reactants are: C(O)(=O)C.[CH2:5]([O:7][C:8]1[N:13]=[C:12]([CH:14]=O)[CH:11]=[CH:10][CH:9]=1)[CH3:6].[CH2:16]([O:18][C:19]([C:21]1[NH:22][CH:23]=[CH:24][C:25]=1[NH2:26])=[O:20])[CH3:17].[BH3-]C#N.[Na+]. Given the product [CH2:16]([O:18][C:19]([C:21]1[NH:22][CH:23]=[CH:24][C:25]=1[NH:26][CH2:14][C:12]1[CH:11]=[CH:10][CH:9]=[C:8]([O:7][CH2:5][CH3:6])[N:13]=1)=[O:20])[CH3:17], predict the reactants needed to synthesize it. (5) Given the product [NH:8]1[CH2:11][CH:10]([CH2:12][N:13]2[CH:17]=[CH:16][CH:15]=[N:14]2)[CH2:9]1.[C:18]([OH:24])([C:20]([F:23])([F:22])[F:21])=[O:19], predict the reactants needed to synthesize it. The reactants are: C(OC([N:8]1[CH2:11][CH:10]([CH2:12][N:13]2[CH:17]=[CH:16][CH:15]=[N:14]2)[CH2:9]1)=O)(C)(C)C.[C:18]([OH:24])([C:20]([F:23])([F:22])[F:21])=[O:19].